This data is from Reaction yield outcomes from USPTO patents with 853,638 reactions. The task is: Predict the reaction yield, written as a fraction of the theoretical maximum amount of product (1.0 means a 100% yield; for example, 0.34 means a 34% yield). (1) The reactants are [ClH:1].[CH2:2]([C:7]1[N:8]=[C:9]([NH2:12])[NH:10][CH:11]=1)[CH2:3][CH2:4][C:5]#[CH:6].[N:13]([CH2:16][C:17]1[O:18][CH:19]=[CH:20][CH:21]=1)=[N+:14]=[N-:15]. No catalyst specified. The product is [ClH:1].[O:18]1[CH:19]=[CH:20][CH:21]=[C:17]1[CH2:16][N:13]1[CH:6]=[C:5]([CH2:4][CH2:3][CH2:2][C:7]2[N:8]=[C:9]([NH2:12])[NH:10][CH:11]=2)[N:15]=[N:14]1. The yield is 0.500. (2) The reactants are [F:1][C:2]([F:23])([F:22])[C:3]1[CH:4]=[C:5]([CH:19]=[CH:20][CH:21]=1)[C:6]([NH:8][C:9]1[CH:10]=[CH:11][C:12]([Cl:18])=[C:13]([CH:17]=1)[C:14](O)=[O:15])=[O:7].S(Cl)(Cl)=O.[NH2:28][C:29]1[CH:30]=[N:31][C:32]([NH:35][C:36]2[CH:41]=[CH:40][C:39]([C:42]([N:44]3[CH2:49][CH2:48][N:47]([CH3:50])[CH2:46][CH2:45]3)=[O:43])=[CH:38][CH:37]=2)=[N:33][CH:34]=1. The catalyst is ClCCl.C1COCC1. The product is [Cl:18][C:12]1[CH:11]=[CH:10][C:9]([NH:8][C:6](=[O:7])[C:5]2[CH:19]=[CH:20][CH:21]=[C:3]([C:2]([F:1])([F:22])[F:23])[CH:4]=2)=[CH:17][C:13]=1[C:14]([NH:28][C:29]1[CH:34]=[N:33][C:32]([NH:35][C:36]2[CH:41]=[CH:40][C:39]([C:42]([N:44]3[CH2:49][CH2:48][N:47]([CH3:50])[CH2:46][CH2:45]3)=[O:43])=[CH:38][CH:37]=2)=[N:31][CH:30]=1)=[O:15]. The yield is 0.520. (3) The reactants are [B:10]1([B:10]2[O:14][C:13]([CH3:16])([CH3:15])[C:12]([CH3:18])([CH3:17])[O:11]2)[O:14][C:13]([CH3:16])([CH3:15])[C:12]([CH3:18])([CH3:17])[O:11]1.Br[C:20]1[CH:21]=[C:22]2[C:26](=[CH:27][CH:28]=1)[N:25]([CH2:29][CH:30]1[CH2:35][CH2:34][N:33]([C:36](=[O:45])[CH2:37][CH2:38][C:39]3[CH:44]=[CH:43][CH:42]=[CH:41][CH:40]=3)[CH2:32][CH2:31]1)[CH:24]=[CH:23]2.C([O-])(=O)C.[K+]. The catalyst is O1CCOCC1.C1C=CC(P(C2C=CC=CC=2)[C-]2C=CC=C2)=CC=1.C1C=CC(P(C2C=CC=CC=2)[C-]2C=CC=C2)=CC=1.Cl[Pd]Cl.[Fe+2].ClCCl. The product is [C:39]1([CH2:38][CH2:37][C:36]([N:33]2[CH2:34][CH2:35][CH:30]([CH2:29][N:25]3[C:26]4[C:22](=[CH:21][C:20]([B:10]5[O:11][C:12]([CH3:17])([CH3:18])[C:13]([CH3:15])([CH3:16])[O:14]5)=[CH:28][CH:27]=4)[CH:23]=[CH:24]3)[CH2:31][CH2:32]2)=[O:45])[CH:44]=[CH:43][CH:42]=[CH:41][CH:40]=1. The yield is 0.480. (4) The reactants are [O:1]1[C:5]2[CH:6]=[CH:7][C:8]([C:10]3([C:14](=[O:34])[CH2:15][N:16]4[CH2:21][CH2:20][CH2:19][CH:18]([CH2:22][O:23][C:24]5[CH:29]=[CH:28][C:27]([C:30]([F:33])([F:32])[F:31])=[CH:26][CH:25]=5)[CH2:17]4)[CH2:13][CH2:12][CH2:11]3)=[CH:9][C:4]=2[O:3][CH2:2]1.[BH4-].[Na+].O. The catalyst is CO. The product is [O:1]1[C:5]2[CH:6]=[CH:7][C:8]([C:10]3([CH:14]([OH:34])[CH2:15][N:16]4[CH2:21][CH2:20][CH2:19][CH:18]([CH2:22][O:23][C:24]5[CH:29]=[CH:28][C:27]([C:30]([F:33])([F:31])[F:32])=[CH:26][CH:25]=5)[CH2:17]4)[CH2:13][CH2:12][CH2:11]3)=[CH:9][C:4]=2[O:3][CH2:2]1. The yield is 0.660. (5) The reactants are [I:1][C:2]1[CH:51]=[CH:50][C:5]([O:6][CH:7]([CH2:29][O:30]C(C2C=CC=CC=2)(C2C=CC=CC=2)C2C=CC=CC=2)[CH2:8][O:9]C(C2C=CC=CC=2)(C2C=CC=CC=2)C2C=CC=CC=2)=[CH:4][CH:3]=1.FC(F)(F)C(O)=O.FC(F)(F)C(OC(=O)C(F)(F)F)=O.C(N(CC)CC)C. The catalyst is ClCCl.CO. The product is [I:1][C:2]1[CH:3]=[CH:4][C:5]([O:6][CH:7]([CH2:29][OH:30])[CH2:8][OH:9])=[CH:50][CH:51]=1. The yield is 0.860. (6) The reactants are [N+:1]([C:4]1[CH:5]=[CH:6][C:7]([NH:10][C:11]([N:13]2[CH2:17][CH2:16][CH2:15][CH2:14]2)=[O:12])=[N:8][CH:9]=1)([O-])=O. The catalyst is CO.[Pd]. The product is [NH2:1][C:4]1[CH:5]=[CH:6][C:7]([NH:10][C:11]([N:13]2[CH2:17][CH2:16][CH2:15][CH2:14]2)=[O:12])=[N:8][CH:9]=1. The yield is 1.00.